Regression. Given a peptide amino acid sequence and an MHC pseudo amino acid sequence, predict their binding affinity value. This is MHC class I binding data. From a dataset of Peptide-MHC class I binding affinity with 185,985 pairs from IEDB/IMGT. (1) The peptide sequence is KSINKVYGK. The MHC is HLA-B40:02 with pseudo-sequence HLA-B40:02. The binding affinity (normalized) is 0. (2) The peptide sequence is EVDEGSDMM. The MHC is HLA-B58:01 with pseudo-sequence HLA-B58:01. The binding affinity (normalized) is 0.0847.